Task: Regression. Given a peptide amino acid sequence and an MHC pseudo amino acid sequence, predict their binding affinity value. This is MHC class II binding data.. Dataset: Peptide-MHC class II binding affinity with 134,281 pairs from IEDB The peptide sequence is YDKFLANVSTVLTGG. The MHC is DRB1_0404 with pseudo-sequence DRB1_0404. The binding affinity (normalized) is 0.746.